From a dataset of Forward reaction prediction with 1.9M reactions from USPTO patents (1976-2016). Predict the product of the given reaction. (1) Given the reactants [CH3:1][C:2]1[C:6]([C:7]2[N:8]([C:23]#[N:24])[C:9]3[C:14]([C:15]=2[C:16]2[CH:21]=[CH:20][C:19]([OH:22])=[CH:18][CH:17]=2)=[CH:13][CH:12]=[CH:11][CH:10]=3)=[C:5]([CH3:25])[O:4][N:3]=1.Cl.N[OH:28].C[O-].[Na+], predict the reaction product. The product is: [CH3:1][C:2]1[C:6]([C:7]2[N:8]([C:23]([NH2:24])=[O:28])[C:9]3[C:14]([C:15]=2[C:16]2[CH:21]=[CH:20][C:19]([OH:22])=[CH:18][CH:17]=2)=[CH:13][CH:12]=[CH:11][CH:10]=3)=[C:5]([CH3:25])[O:4][N:3]=1. (2) Given the reactants [NH2:1][CH2:2][C:3]1[CH:4]=[C:5]2[C:9](=[CH:10][CH:11]=1)[C:8](=[O:12])[N:7]([CH:13]1[CH2:18][CH2:17][C:16](=[O:19])[NH:15][C:14]1=[O:20])[CH2:6]2.[N:21]([C:24]1[CH:29]=[C:28]([CH3:30])[CH:27]=[C:26]([CH3:31])[CH:25]=1)=[C:22]=[O:23].Cl, predict the reaction product. The product is: [CH3:31][C:26]1[CH:25]=[C:24]([NH:21][C:22]([NH:1][CH2:2][C:3]2[CH:4]=[C:5]3[C:9](=[CH:10][CH:11]=2)[C:8](=[O:12])[N:7]([CH:13]2[CH2:18][CH2:17][C:16](=[O:19])[NH:15][C:14]2=[O:20])[CH2:6]3)=[O:23])[CH:29]=[C:28]([CH3:30])[CH:27]=1. (3) Given the reactants [CH2:1]1[O:9][C:8]2[CH:7]=[CH:6][C:5]([CH3:10])=[CH:4][C:3]=2[O:2]1.[N+:11]([O-])([OH:13])=[O:12], predict the reaction product. The product is: [N+:11]([C:6]1[CH:7]=[C:8]2[O:9][CH2:1][O:2][C:3]2=[CH:4][C:5]=1[CH3:10])([O-:13])=[O:12]. (4) Given the reactants O.[OH-].[Li+].[Cl:4][C:5]1[CH:10]=[CH:9][C:8](/[C:11](=[N:22]/[O:23][CH2:24][C:25]2[CH:30]=[CH:29][C:28]([O:31][CH2:32][C:33]3[N:34]=[C:35]([C:39]4[CH:44]=[CH:43][CH:42]=[CH:41][CH:40]=4)[O:36][C:37]=3[CH3:38])=[CH:27][CH:26]=2)/[CH2:12][CH2:13][CH2:14][CH2:15][CH2:16][CH2:17][C:18]([O:20]C)=[O:19])=[CH:7][CH:6]=1.O.Cl, predict the reaction product. The product is: [Cl:4][C:5]1[CH:6]=[CH:7][C:8](/[C:11](=[N:22]/[O:23][CH2:24][C:25]2[CH:30]=[CH:29][C:28]([O:31][CH2:32][C:33]3[N:34]=[C:35]([C:39]4[CH:40]=[CH:41][CH:42]=[CH:43][CH:44]=4)[O:36][C:37]=3[CH3:38])=[CH:27][CH:26]=2)/[CH2:12][CH2:13][CH2:14][CH2:15][CH2:16][CH2:17][C:18]([OH:20])=[O:19])=[CH:9][CH:10]=1. (5) Given the reactants Br[CH2:2][CH2:3][CH2:4][C:5]([C:21]#[N:22])([C:11]1[CH:16]=[CH:15][C:14]([O:17][CH3:18])=[C:13]([O:19][CH3:20])[CH:12]=1)[C:6]([O:8][CH2:9][CH3:10])=[O:7].[CH3:23][NH:24][CH2:25][CH2:26][C:27]1[CH:28]=[C:29]([CH:34]=[CH:35][CH:36]=1)[C:30]([O:32][CH3:33])=[O:31], predict the reaction product. The product is: [C:21]([C:5]([C:11]1[CH:16]=[CH:15][C:14]([O:17][CH3:18])=[C:13]([O:19][CH3:20])[CH:12]=1)([C:6]([O:8][CH2:9][CH3:10])=[O:7])[CH2:4][CH2:3][CH2:2][N:24]([CH3:23])[CH2:25][CH2:26][C:27]1[CH:28]=[C:29]([CH:34]=[CH:35][CH:36]=1)[C:30]([O:32][CH3:33])=[O:31])#[N:22]. (6) Given the reactants [Cl:1][C:2]1[CH:7]=[CH:6][CH:5]=[C:4]([N+:8]([O-:10])=[O:9])[C:3]=1[CH3:11].C[O:13]C(OC)N(C)C, predict the reaction product. The product is: [Cl:1][C:2]1[CH:7]=[CH:6][CH:5]=[C:4]([N+:8]([O-:10])=[O:9])[C:3]=1[CH:11]=[O:13]. (7) The product is: [CH2:1]([N:7]1[C:8]2[C:9](=[CH:10][CH:11]=[CH:12][CH:13]=2)[C:25]([OH:26])=[C:19]([C:17]([O:16][CH2:14][CH3:15])=[O:18])[C:20]1=[O:21])[CH2:2][CH2:3][CH2:4][CH2:5][CH3:6]. Given the reactants [CH2:1]([NH:7][C:8]1[CH:13]=[CH:12][CH:11]=[CH:10][CH:9]=1)[CH2:2][CH2:3][CH2:4][CH2:5][CH3:6].[CH2:14]([O:16][C:17]([CH:19]([C:25](OCC)=[O:26])[C:20](OCC)=[O:21])=[O:18])[CH3:15], predict the reaction product. (8) Given the reactants [CH2:1]([O:8][C:9]1[CH:18]=[C:17]2[C:12]([C:13](=[S:19])[CH:14]=[CH:15][NH:16]2)=[CH:11][C:10]=1[O:20][CH3:21])[C:2]1[CH:7]=[CH:6][CH:5]=[CH:4][CH:3]=1.Br[C:23]1[S:24][C:25]([N+:28]([O-:30])=[O:29])=[CH:26][N:27]=1.C(=O)([O-])[O-].[K+].[K+].CN(C)C=O, predict the reaction product. The product is: [CH2:1]([O:8][C:9]1[CH:18]=[C:17]2[C:12]([C:13]([S:19][C:23]3[S:24][C:25]([N+:28]([O-:30])=[O:29])=[CH:26][N:27]=3)=[CH:14][CH:15]=[N:16]2)=[CH:11][C:10]=1[O:20][CH3:21])[C:2]1[CH:3]=[CH:4][CH:5]=[CH:6][CH:7]=1. (9) The product is: [N:15]1([CH2:14][CH2:13][N:3]2[C:4]3[CH:9]=[CH:8][CH:7]=[CH:6][C:5]=3[S:1][C:2]2=[NH:10])[CH2:20][CH2:19][O:18][CH2:17][CH2:16]1. Given the reactants [S:1]1[C:5]2[CH:6]=[CH:7][CH:8]=[CH:9][C:4]=2[N:3]=[C:2]1[NH2:10].Cl.Cl[CH2:13][CH2:14][N:15]1[CH2:20][CH2:19][O:18][CH2:17][CH2:16]1.C(N(CC)CC)C, predict the reaction product. (10) Given the reactants [C:1]1([NH2:8])[CH:6]=[CH:5][CH:4]=[CH:3][C:2]=1[NH2:7].[Cl:9][C:10]1[CH:15]=[CH:14][C:13]([S:16](Cl)(=[O:18])=[O:17])=[CH:12][CH:11]=1, predict the reaction product. The product is: [NH2:7][C:2]1[CH:3]=[CH:4][CH:5]=[CH:6][C:1]=1[NH:8][S:16]([C:13]1[CH:14]=[CH:15][C:10]([Cl:9])=[CH:11][CH:12]=1)(=[O:18])=[O:17].